Predict which catalyst facilitates the given reaction. From a dataset of Catalyst prediction with 721,799 reactions and 888 catalyst types from USPTO. (1) Reactant: [NH:1]1[CH2:5][C:4](=[O:6])[NH:3][CH2:2]1.[F:7][C:8]1[CH:9]=[C:10]([N+:15]([O-:17])=[O:16])[CH:11]=[CH:12][C:13]=1F.C(N(C(C)C)CC)(C)C. Product: [F:7][C:8]1[CH:9]=[C:10]([N+:15]([O-:17])=[O:16])[CH:11]=[CH:12][C:13]=1[N:1]1[CH2:5][C:4](=[O:6])[NH:3][CH2:2]1. The catalyst class is: 3. (2) Product: [ClH:1].[C:2]([CH2:5][NH:6][C:7](=[O:8])[CH2:9][C@H:10]1[CH2:21][CH2:20][C:19]2[S:18][C:17]3[N:16]=[CH:15][N:14]=[C:13]([O:22][CH:23]4[CH2:24][CH2:25][CH:26]([NH:29][CH3:30])[CH2:27][CH2:28]4)[C:12]=3[C:11]1=2)(=[O:4])[NH2:3]. The catalyst class is: 2. Reactant: [ClH:1].[C:2]([CH2:5][NH:6][C:7]([CH2:9][C@H:10]1[CH2:21][CH2:20][C:19]2[S:18][C:17]3[N:16]=[CH:15][N:14]=[C:13]([O:22][CH:23]4[CH2:28][CH2:27][CH:26]([N:29](C)[C:30](=O)OC(C)(C)C)[CH2:25][CH2:24]4)[C:12]=3[C:11]1=2)=[O:8])(=[O:4])[NH2:3]. (3) Reactant: [CH3:1][O:2][C:3]1[CH:4]=[CH:5][C:6]2[C:10]([NH:11][C:12]3[CH:17]=[CH:16][C:15](/[CH:18]=[CH:19]/[C:20]([O:22][CH2:23][CH3:24])=[O:21])=[CH:14][CH:13]=3)=[C:9]([C:25]3[CH:30]=[CH:29][C:28]([O:31][CH3:32])=[CH:27][CH:26]=3)[S:8][C:7]=2[CH:33]=1.[H-].[Na+].[CH3:36]I. Product: [CH3:1][O:2][C:3]1[CH:4]=[CH:5][C:6]2[C:10]([N:11]([CH3:36])[C:12]3[CH:17]=[CH:16][C:15](/[CH:18]=[CH:19]/[C:20]([O:22][CH2:23][CH3:24])=[O:21])=[CH:14][CH:13]=3)=[C:9]([C:25]3[CH:26]=[CH:27][C:28]([O:31][CH3:32])=[CH:29][CH:30]=3)[S:8][C:7]=2[CH:33]=1. The catalyst class is: 3. (4) Reactant: [NH:1]1[CH2:6][CH2:5][O:4][CH2:3][CH2:2]1.[Br:7][CH2:8][CH2:9][CH2:10]Cl. Product: [Br:7][CH2:8][CH2:9][CH2:10][N:1]1[CH2:6][CH2:5][O:4][CH2:3][CH2:2]1. The catalyst class is: 11. (5) Reactant: [CH2:1]([O:8][C:9]([NH:11][C@H:12]1[CH2:16][CH2:15][N:14]([C@H:17]2[CH2:22][CH2:21][C@@H:20]([N:23]([CH:25]([CH3:27])[CH3:26])[CH3:24])[CH2:19][C@H:18]2[C:28]([O:30]CC)=[O:29])[C:13]1=[O:33])=[O:10])[C:2]1[CH:7]=[CH:6][CH:5]=[CH:4][CH:3]=1. Product: [CH2:1]([O:8][C:9]([NH:11][C@H:12]1[CH2:16][CH2:15][N:14]([C@H:17]2[CH2:22][CH2:21][C@@H:20]([N:23]([CH:25]([CH3:27])[CH3:26])[CH3:24])[CH2:19][C@H:18]2[C:28]([OH:30])=[O:29])[C:13]1=[O:33])=[O:10])[C:2]1[CH:7]=[CH:6][CH:5]=[CH:4][CH:3]=1. The catalyst class is: 33. (6) Reactant: [Cl:1][CH2:2][CH2:3][CH2:4][OH:5].C(N(CC)CC)C.[C:13]1([CH:16]=[CH:15][C:13]([OH:14])=[CH:16][CH:15]=1)[OH:14].C(Cl)(=O)C=C. Product: [C:13]([O:5][CH2:4][CH2:3][CH2:2][Cl:1])(=[O:14])[CH:15]=[CH2:16]. The catalyst class is: 4. (7) Reactant: Cl[C:2]1[N:7]=[C:6]([NH:8][CH2:9][CH2:10][C:11]2[CH:16]=[CH:15][CH:14]=[C:13]([O:17][CH3:18])[CH:12]=2)[C:5]([Cl:19])=[CH:4][N:3]=1.[NH2:20][C:21]1[CH:22]=[C:23]([CH2:27][CH2:28][OH:29])[CH:24]=[CH:25][CH:26]=1.O.C1(C)C=CC(S(O)(=O)=O)=CC=1.C([O-])(O)=O.[Na+]. Product: [Cl:19][C:5]1[C:6]([NH:8][CH2:9][CH2:10][C:11]2[CH:16]=[CH:15][CH:14]=[C:13]([O:17][CH3:18])[CH:12]=2)=[N:7][C:2]([NH:20][C:21]2[CH:22]=[C:23]([CH2:27][CH2:28][OH:29])[CH:24]=[CH:25][CH:26]=2)=[N:3][CH:4]=1. The catalyst class is: 12.